Dataset: Full USPTO retrosynthesis dataset with 1.9M reactions from patents (1976-2016). Task: Predict the reactants needed to synthesize the given product. (1) Given the product [CH:6]([O:5][C:1]([O:2][CH2:3][O:46][C:44](=[O:45])[C@H:43]([OH:47])[CH2:42][N:26]([CH2:25][C:22]1[CH:23]=[CH:24][C:19]([C:17]2[CH:18]=[C:13]([Cl:12])[CH:14]=[CH:15][C:16]=2[F:48])=[CH:20][CH:21]=1)[NH:27][C:28]([C:30]1[O:34][N:33]=[C:32]([C:35]2[CH:40]=[CH:39][CH:38]=[CH:37][C:36]=2[F:41])[CH:31]=1)=[O:29])=[O:9])([CH3:8])[CH3:7], predict the reactants needed to synthesize it. The reactants are: [C:1](=[O:9])([O:5][CH:6]([CH3:8])[CH3:7])[O:2][CH2:3]Cl.[Na+].[I-].[Cl:12][C:13]1[CH:14]=[CH:15][C:16]([F:48])=[C:17]([C:19]2[CH:24]=[CH:23][C:22]([CH2:25][N:26]([CH2:42][C@@H:43]([OH:47])[C:44]([OH:46])=[O:45])[NH:27][C:28]([C:30]3[O:34][N:33]=[C:32]([C:35]4[CH:40]=[CH:39][CH:38]=[CH:37][C:36]=4[F:41])[CH:31]=3)=[O:29])=[CH:21][CH:20]=2)[CH:18]=1.CCN(CC)CC. (2) Given the product [CH3:3][C:14]1[CH:13]=[CH:12][C:11]([C:10]([OH:18])=[O:17])=[CH:16][CH:15]=1.[C:10]([OH:18])(=[O:17])[C:11]1[CH:12]=[CH:13][C:4]([C:3]([OH:8])=[O:9])=[CH:5][CH:6]=1, predict the reactants needed to synthesize it. The reactants are: ON1[C:6](=O)[CH2:5][CH2:4][C:3]1=[O:8].[OH2:9].[C:10]([OH:18])(=[O:17])[C:11]1[CH:16]=[CH:15][CH:14]=[CH:13][CH:12]=1. (3) Given the product [Cl:17][C:18]1[N:23]=[CH:22][C:21]([CH2:24][NH:25][CH2:2][C:3](=[CH2:16])[CH2:4][CH:5]2[O:9][C:8](=[O:10])[CH:7]=[C:6]2[N:11]2[CH2:15][CH2:14][CH2:13][CH2:12]2)=[CH:20][CH:19]=1, predict the reactants needed to synthesize it. The reactants are: Cl[CH2:2][C:3](=[CH2:16])[CH2:4][CH:5]1[O:9][C:8](=[O:10])[CH:7]=[C:6]1[N:11]1[CH2:15][CH2:14][CH2:13][CH2:12]1.[Cl:17][C:18]1[N:23]=[CH:22][C:21]([CH2:24][NH2:25])=[CH:20][CH:19]=1.C(N(C(C)C)C(C)C)C. (4) Given the product [NH2:1][C:2]1[C:3]2[C:10]([C:11]3[CH:16]=[CH:15][CH:14]=[C:13]([O:17][CH2:18][C:19]45[O:25][CH:22]([CH2:21][CH2:20]4)[CH2:23][CH2:24]5)[CH:12]=3)=[CH:9][N:8]([CH:26]3[CH2:29][C:28]([CH2:31][N:43]=[N+:44]=[N-:45])([OH:30])[CH2:27]3)[C:4]=2[N:5]=[CH:6][N:7]=1, predict the reactants needed to synthesize it. The reactants are: [NH2:1][C:2]1[C:3]2[C:10]([C:11]3[CH:16]=[CH:15][CH:14]=[C:13]([O:17][CH2:18][C:19]45[O:25][CH:22]([CH2:23][CH2:24]4)[CH2:21][CH2:20]5)[CH:12]=3)=[CH:9][N:8]([CH:26]3[CH2:29][C:28]([CH2:31]OS(C4C=CC(C)=CC=4)(=O)=O)([OH:30])[CH2:27]3)[C:4]=2[N:5]=[CH:6][N:7]=1.[N-:43]=[N+:44]=[N-:45].[Na+].O. (5) Given the product [OH:1][C:2]1[C:3]([C:16]([NH:18][C@@H:19]([C:21]2[CH:22]=[CH:23][CH:24]=[CH:25][CH:26]=2)[CH3:20])=[O:17])=[CH:4][N:5]([CH2:9][C:10]2[CH:15]=[CH:14][CH:13]=[CH:12][CH:11]=2)[C:6](=[O:8])[C:7]=1[C:71]([NH:70][CH2:69][C:42]([OH:44])=[O:43])=[O:72], predict the reactants needed to synthesize it. The reactants are: [OH:1][C:2]1[C:3]([C:16]([NH:18][C@@H:19]([C:21]2[CH:26]=[CH:25][CH:24]=[CH:23][CH:22]=2)[CH3:20])=[O:17])=[CH:4][N:5]([CH2:9][C:10]2[CH:15]=[CH:14][CH:13]=[CH:12][CH:11]=2)[C:6](=[O:8])[CH:7]=1.OC1C([C:42]([OH:44])=[O:43])=CN(CC2C=CC=CC=2)C(=O)C=1.CN(C(ON1N=NC2C=CC=NC1=2)=[N+](C)C)C.F[P-](F)(F)(F)(F)F.[CH3:69][N:70](C)[CH:71]=[O:72]. (6) Given the product [Br:12][C:13]1[CH:20]=[C:19]([Cl:21])[CH:18]=[CH:17][C:14]=1[CH:15]=[O:16], predict the reactants needed to synthesize it. The reactants are: [Cr](Cl)([O-])(=O)=O.[NH+]1C=CC=CC=1.[Br:12][C:13]1[CH:20]=[C:19]([Cl:21])[CH:18]=[CH:17][C:14]=1[CH2:15][OH:16].C(OCC)C. (7) The reactants are: Br[C:2]1[CH:3]=[C:4]2[C:9](=[C:10]([O:12][CH2:13][O:14][CH2:15][CH2:16][Si:17]([CH3:20])([CH3:19])[CH3:18])[CH:11]=1)[N:8]=[CH:7][N:6]([CH2:21][O:22][CH2:23][CH2:24][Si:25]([CH3:28])([CH3:27])[CH3:26])[C:5]2=[O:29].[B:30]1([B:30]2[O:34][C:33]([CH3:36])([CH3:35])[C:32]([CH3:38])([CH3:37])[O:31]2)[O:34][C:33]([CH3:36])([CH3:35])[C:32]([CH3:38])([CH3:37])[O:31]1.C([O-])(=O)C.[K+]. Given the product [CH3:37][C:32]1([CH3:38])[C:33]([CH3:36])([CH3:35])[O:34][B:30]([C:2]2[CH:3]=[C:4]3[C:9](=[C:10]([O:12][CH2:13][O:14][CH2:15][CH2:16][Si:17]([CH3:20])([CH3:19])[CH3:18])[CH:11]=2)[N:8]=[CH:7][N:6]([CH2:21][O:22][CH2:23][CH2:24][Si:25]([CH3:28])([CH3:27])[CH3:26])[C:5]3=[O:29])[O:31]1, predict the reactants needed to synthesize it. (8) Given the product [CH3:12][CH:8]1[C:9]2[C:4](=[CH:3][C:2]([C:4]3[CH:9]=[CH:8][N:7]=[CH:6][CH:5]=3)=[CH:11][CH:10]=2)[CH2:5][CH2:6][NH:7]1, predict the reactants needed to synthesize it. The reactants are: Br[C:2]1[CH:3]=[C:4]2[C:9](=[CH:10][CH:11]=1)[CH:8]([CH3:12])[NH:7][CH2:6][CH2:5]2.B(O)O.